Dataset: Reaction yield outcomes from USPTO patents with 853,638 reactions. Task: Predict the reaction yield, written as a fraction of the theoretical maximum amount of product (1.0 means a 100% yield; for example, 0.34 means a 34% yield). (1) The reactants are [CH3:1][O:2][C:3]1[CH:4]=[C:5]([C:9]2[CH:14]=[CH:13][CH:12]=[C:11]([O:15][CH3:16])[CH:10]=2)[CH:6]=[CH:7][CH:8]=1.[Br:17]N1C(=O)CCC1=O. The catalyst is CN(C)C=O. The product is [Br:17][C:14]1[CH:13]=[CH:12][C:11]([O:15][CH3:16])=[CH:10][C:9]=1[C:5]1[CH:6]=[CH:7][CH:8]=[C:3]([O:2][CH3:1])[CH:4]=1. The yield is 0.980. (2) The product is [CH:26]([N:22]1[C:21]([C:15]2[S:16][C:17]3[CH2:18][CH2:19][O:20][C:11]4[CH:10]=[CH:9][C:8]([C:7]5[C:2](=[O:33])[NH:3][CH:4]=[C:5]([CH3:30])[CH:6]=5)=[CH:29][C:12]=4[C:13]=3[N:14]=2)=[N:25][CH:24]=[N:23]1)([CH3:28])[CH3:27]. The reactants are F[C:2]1[C:7]([C:8]2[CH:9]=[CH:10][C:11]3[O:20][CH2:19][CH2:18][C:17]4[S:16][C:15]([C:21]5[N:22]([CH:26]([CH3:28])[CH3:27])[N:23]=[CH:24][N:25]=5)=[N:14][C:13]=4[C:12]=3[CH:29]=2)=[CH:6][C:5]([CH3:30])=[CH:4][N:3]=1.Cl.C[O:33]CCOC. The yield is 0.930. No catalyst specified. (3) The reactants are [CH3:1][C:2]1[N:3]=[C:4]([NH2:7])[NH:5][N:6]=1.[O:8]1[CH2:13][CH2:12][O:11][C:10]2[CH:14]=[C:15]([C:18](=O)[CH2:19][C:20](OCC)=[O:21])[CH:16]=[CH:17][C:9]1=2. The catalyst is C(O)(=O)C. The product is [O:8]1[CH2:13][CH2:12][O:11][C:10]2[CH:14]=[C:15]([C:18]3[NH:7][C:4]4[N:5]([N:6]=[C:2]([CH3:1])[N:3]=4)[C:20](=[O:21])[CH:19]=3)[CH:16]=[CH:17][C:9]1=2. The yield is 0.120.